This data is from Catalyst prediction with 721,799 reactions and 888 catalyst types from USPTO. The task is: Predict which catalyst facilitates the given reaction. (1) Reactant: [N+:1]([C:4]1[CH:9]=[CH:8][C:7]([CH2:10][CH2:11][CH2:12][C:13]([O:15][CH3:16])=[O:14])=[CH:6][CH:5]=1)([O-])=O.[N+](C1C=CC=CC=1CCCC(OC)=O)([O-])=O. Product: [NH2:1][C:4]1[CH:5]=[CH:6][C:7]([CH2:10][CH2:11][CH2:12][C:13]([O:15][CH3:16])=[O:14])=[CH:8][CH:9]=1. The catalyst class is: 19. (2) Reactant: [CH3:1][N:2]1[C:7]2=[CH:8][S:9][C:10](C)=[C:6]2[C:5](=[O:12])[N:4]([CH3:13])[C:3]1=[O:14].[F:15][C:16]1[CH:21]=[C:20]([C:22]([F:25])([F:24])[F:23])[CH:19]=[CH:18][C:17]=1[C:26]1[N:27]=[C:28]([NH2:31])[S:29][CH:30]=1.CCN=C=NC[CH2:38][CH2:39]N(C)C.Cl.C1C=CC2N([OH:53])N=NC=2C=1. Product: [CH3:1][N:2]1[C:10]2[S:9][CH:8]=[C:7]([CH2:38][C:39]([NH:31][C:28]3[S:29][CH:30]=[C:26]([C:17]4[CH:18]=[CH:19][C:20]([C:22]([F:23])([F:25])[F:24])=[CH:21][C:16]=4[F:15])[N:27]=3)=[O:53])[C:6]=2[C:5](=[O:12])[N:4]([CH3:13])[C:3]1=[O:14]. The catalyst class is: 864.